From a dataset of Reaction yield outcomes from USPTO patents with 853,638 reactions. Predict the reaction yield, written as a fraction of the theoretical maximum amount of product (1.0 means a 100% yield; for example, 0.34 means a 34% yield). The reactants are [CH3:1][C:2]1[CH:7]=[C:6]([C:8]#[C:9][Si](C)(C)C)[CH:5]=[CH:4][C:3]=1[CH2:14][O:15][Si](C)(C)C.C(=O)([O-])[O-].[K+].[K+]. The catalyst is CO. The product is [C:8]([C:6]1[CH:5]=[CH:4][C:3]([CH2:14][OH:15])=[C:2]([CH3:1])[CH:7]=1)#[CH:9]. The yield is 0.340.